This data is from Full USPTO retrosynthesis dataset with 1.9M reactions from patents (1976-2016). The task is: Predict the reactants needed to synthesize the given product. Given the product [CH2:19]([O:18][C:4]([C:3]([O:8][CH3:9])([O:6][CH3:7])[CH2:2][F:1])=[CH:5][C:10]([O:11][CH2:12][CH3:13])=[O:17])[CH3:20], predict the reactants needed to synthesize it. The reactants are: [F:1][CH2:2][C:3]([O:8][CH3:9])([O:6][CH3:7])[C:4]#[CH:5].[C:10](=[O:17])(OCC)[O:11][CH2:12][CH3:13].[O-:18][CH2:19][CH3:20].[K+].[NH4+].[Cl-].